From a dataset of CYP2C19 inhibition data for predicting drug metabolism from PubChem BioAssay. Regression/Classification. Given a drug SMILES string, predict its absorption, distribution, metabolism, or excretion properties. Task type varies by dataset: regression for continuous measurements (e.g., permeability, clearance, half-life) or binary classification for categorical outcomes (e.g., BBB penetration, CYP inhibition). Dataset: cyp2c19_veith. The compound is COc1ccc(C(=O)N2CCC3(CCCN(c4ncccn4)C3)CC2)cc1. The result is 0 (non-inhibitor).